Dataset: Forward reaction prediction with 1.9M reactions from USPTO patents (1976-2016). Task: Predict the product of the given reaction. (1) Given the reactants [Br:1][C:2]1[S:6][C:5](=[N:7][C:8]2[N:13]=[C:12]([CH2:14]O)[CH:11]=[CH:10][CH:9]=2)[N:4]([CH2:16][O:17][CH3:18])[CH:3]=1.C(N(CC)C(C)C)(C)C.CS(Cl)(=O)=O.[NH:33]1[CH2:38][CH2:37][NH:36][CH2:35][CH2:34]1, predict the reaction product. The product is: [Br:1][C:2]1[S:6][C:5](=[N:7][C:8]2[N:13]=[C:12]([CH2:14][N:33]3[CH2:38][CH2:37][NH:36][CH2:35][CH2:34]3)[CH:11]=[CH:10][CH:9]=2)[N:4]([CH2:16][O:17][CH3:18])[CH:3]=1. (2) Given the reactants [CH2:1]([O:3][C:4](=[O:17])[CH2:5][C:6]1[C:7]2[CH:14]=[CH:13][C:12]([O:15][CH3:16])=[CH:11][C:8]=2[S:9][CH:10]=1)[CH3:2].[Cl:18][S:19](O)(=[O:21])=[O:20], predict the reaction product. The product is: [CH2:1]([O:3][C:4](=[O:17])[CH2:5][C:6]1[C:7]2[CH:14]=[CH:13][C:12]([O:15][CH3:16])=[C:11]([S:19]([Cl:18])(=[O:21])=[O:20])[C:8]=2[S:9][CH:10]=1)[CH3:2]. (3) Given the reactants [CH3:1][O:2][C:3](=[O:19])[CH2:4][C:5]1[CH:10]=[CH:9][CH:8]=[C:7](OS(C(F)(F)F)(=O)=O)[CH:6]=1.[CH2:20]([O:27][C:28]1[CH:33]=[CH:32][C:31]([S:34]([O-:36])=[O:35])=[CH:30][CH:29]=1)[C:21]1[CH:26]=[CH:25][CH:24]=[CH:23][CH:22]=1.[Na+].C1(C)C=CC=CC=1.C(=O)([O-])[O-].[Cs+].[Cs+].CC1(C)C2C(=C(P(C3C=CC=CC=3)C3C=CC=CC=3)C=CC=2)OC2C(P(C3C=CC=CC=3)C3C=CC=CC=3)=CC=CC1=2, predict the reaction product. The product is: [CH3:1][O:2][C:3](=[O:19])[CH2:4][C:5]1[CH:10]=[CH:9][CH:8]=[C:7]([S:34]([C:31]2[CH:30]=[CH:29][C:28]([O:27][CH2:20][C:21]3[CH:22]=[CH:23][CH:24]=[CH:25][CH:26]=3)=[CH:33][CH:32]=2)(=[O:36])=[O:35])[CH:6]=1. (4) Given the reactants C(OC1C=CC(C(CO)CO)=CC=1)CCCCCCCCCCCCCCCCC.[H-].[H-].[H-].[H-].[Li+].[Al+3].[CH2:37]([O:55][C:56]1[CH:57]=[C:58]([CH:100]([C:105](OC)=[O:106])[C:101](OC)=[O:102])[CH:59]=[C:60]([O:81][CH2:82][CH2:83][CH2:84][CH2:85][CH2:86][CH2:87][CH2:88][CH2:89][CH2:90][CH2:91][CH2:92][CH2:93][CH2:94][CH2:95][CH2:96][CH2:97][CH2:98][CH3:99])[C:61]=1[O:62][CH2:63][CH2:64][CH2:65][CH2:66][CH2:67][CH2:68][CH2:69][CH2:70][CH2:71][CH2:72][CH2:73][CH2:74][CH2:75][CH2:76][CH2:77][CH2:78][CH2:79][CH3:80])[CH2:38][CH2:39][CH2:40][CH2:41][CH2:42][CH2:43][CH2:44][CH2:45][CH2:46][CH2:47][CH2:48][CH2:49][CH2:50][CH2:51][CH2:52][CH2:53][CH3:54], predict the reaction product. The product is: [CH2:37]([O:55][C:56]1[CH:57]=[C:58]([CH:100]([CH2:101][OH:102])[CH2:105][OH:106])[CH:59]=[C:60]([O:81][CH2:82][CH2:83][CH2:84][CH2:85][CH2:86][CH2:87][CH2:88][CH2:89][CH2:90][CH2:91][CH2:92][CH2:93][CH2:94][CH2:95][CH2:96][CH2:97][CH2:98][CH3:99])[C:61]=1[O:62][CH2:63][CH2:64][CH2:65][CH2:66][CH2:67][CH2:68][CH2:69][CH2:70][CH2:71][CH2:72][CH2:73][CH2:74][CH2:75][CH2:76][CH2:77][CH2:78][CH2:79][CH3:80])[CH2:38][CH2:39][CH2:40][CH2:41][CH2:42][CH2:43][CH2:44][CH2:45][CH2:46][CH2:47][CH2:48][CH2:49][CH2:50][CH2:51][CH2:52][CH2:53][CH3:54]. (5) Given the reactants [CH:1]1([C:4]2[C:5]([O:23][CH2:24][C:25]([F:28])([F:27])[F:26])=[CH:6][C:7]([C:10]([NH:12][C:13]([C:17]3[N:21]=[C:20]([CH3:22])[O:19][N:18]=3)([CH3:16])[CH2:14][OH:15])=[O:11])=[N:8][CH:9]=2)[CH2:3][CH2:2]1.C([O-])([O-])=O.[K+].[K+].[CH3:35][C:36]1[CH:41]=[CH:40][C:39]([S:42](Cl)(=[O:44])=[O:43])=[CH:38][CH:37]=1, predict the reaction product. The product is: [CH3:35][C:36]1[CH:41]=[CH:40][C:39]([S:42]([O:15][CH2:14][C:13]([NH:12][C:10](=[O:11])[C:7]2[CH:6]=[C:5]([O:23][CH2:24][C:25]([F:27])([F:26])[F:28])[C:4]([CH:1]3[CH2:3][CH2:2]3)=[CH:9][N:8]=2)([C:17]2[N:21]=[C:20]([CH3:22])[O:19][N:18]=2)[CH3:16])(=[O:44])=[O:43])=[CH:38][CH:37]=1. (6) Given the reactants [CH3:1][O:2][C:3]1[CH:4]=[CH:5][CH:6]=[C:7]2[C:12]=1[N:11]=[C:10]([CH3:13])[CH:9]=[C:8]2[NH:14][CH:15]([C:19]1[CH:24]=[CH:23][CH:22]=[CH:21][CH:20]=1)[C:16]([NH2:18])=O.Cl, predict the reaction product. The product is: [CH3:1][O:2][C:3]1[CH:4]=[CH:5][CH:6]=[C:7]2[C:12]=1[N:11]=[C:10]([CH3:13])[CH:9]=[C:8]2[NH:14][CH:15]([C:19]1[CH:24]=[CH:23][CH:22]=[CH:21][CH:20]=1)[CH2:16][NH2:18]. (7) Given the reactants [CH3:1][O:2][C:3]1[CH:4]=[CH:5][C:6]([C:12]([OH:14])=O)=[N:7][C:8]=1[N+:9]([O-:11])=[O:10].CCN=C=NCCCN(C)C.Cl.C1C=CC2N(O)N=NC=2C=1.CCN(C(C)C)C(C)C.Cl.[F:47][C:48]1[CH:49]=[C:50]([C@@H:59]([C:61]2[C:66]([F:67])=[CH:65][CH:64]=[CH:63][N:62]=2)[NH2:60])[CH:51]=[CH:52][C:53]=1[O:54][C:55]([F:58])([F:57])[F:56], predict the reaction product. The product is: [F:47][C:48]1[CH:49]=[C:50]([C@@H:59]([C:61]2[C:66]([F:67])=[CH:65][CH:64]=[CH:63][N:62]=2)[NH:60][C:12](=[O:14])[C:6]2[CH:5]=[CH:4][C:3]([O:2][CH3:1])=[C:8]([N+:9]([O-:11])=[O:10])[N:7]=2)[CH:51]=[CH:52][C:53]=1[O:54][C:55]([F:58])([F:57])[F:56].